This data is from Reaction yield outcomes from USPTO patents with 853,638 reactions. The task is: Predict the reaction yield, written as a fraction of the theoretical maximum amount of product (1.0 means a 100% yield; for example, 0.34 means a 34% yield). The catalyst is Cl[Pd](Cl)([P](C1C=CC=CC=1)(C1C=CC=CC=1)C1C=CC=CC=1)[P](C1C=CC=CC=1)(C1C=CC=CC=1)C1C=CC=CC=1.O1CCOCC1. The product is [N+:9]([C:6]1[C:7]([NH2:8])=[C:2]([C:14]2[CH:13]=[N:12][CH:17]=[CH:16][CH:15]=2)[CH:3]=[N:4][CH:5]=1)([O-:11])=[O:10]. The reactants are Br[C:2]1[CH:3]=[N:4][CH:5]=[C:6]([N+:9]([O-:11])=[O:10])[C:7]=1[NH2:8].[N:12]1[CH:17]=[CH:16][CH:15]=[C:14](B(O)O)[CH:13]=1.C([O-])([O-])=O.[Na+].[Na+]. The yield is 0.870.